This data is from Reaction yield outcomes from USPTO patents with 853,638 reactions. The task is: Predict the reaction yield, written as a fraction of the theoretical maximum amount of product (1.0 means a 100% yield; for example, 0.34 means a 34% yield). (1) The reactants are [Cl:1][C:2]1[CH:3]=[C:4]([CH:8]=[C:9]([O:11][C:12]2[CH:13]=[N:14][CH:15]=[N:16][CH:17]=2)[CH:10]=1)[C:5]([OH:7])=[O:6].[OH-].[Na+].[CH3:20]O. The catalyst is OS(O)(=O)=O. The product is [Cl:1][C:2]1[CH:3]=[C:4]([CH:8]=[C:9]([O:11][C:12]2[CH:17]=[N:16][CH:15]=[N:14][CH:13]=2)[CH:10]=1)[C:5]([O:7][CH3:20])=[O:6]. The yield is 0.840. (2) The reactants are C[O:2][C:3]1[CH:12]=[C:11]2[C:6]([C:7](=[O:25])[C:8]([C:15]3[CH:24]=[CH:23][C:18]([C:19]([O:21]C)=[O:20])=[CH:17][CH:16]=3)=[C:9]([S:13][CH3:14])[O:10]2)=[CH:5][CH:4]=1.B(Br)(Br)Br. The catalyst is ClCCl. The product is [OH:2][C:3]1[CH:12]=[C:11]2[C:6]([C:7](=[O:25])[C:8]([C:15]3[CH:24]=[CH:23][C:18]([C:19]([OH:21])=[O:20])=[CH:17][CH:16]=3)=[C:9]([S:13][CH3:14])[O:10]2)=[CH:5][CH:4]=1. The yield is 0.250. (3) The reactants are F[C:2]1[CH:7]=[CH:6][C:5]([N+:8]([O-:10])=[O:9])=[CH:4][CH:3]=1.[C:11]([NH:14][CH:15]1[CH2:19][CH2:18][NH:17][CH2:16]1)(=[O:13])[CH3:12].C(=O)([O-])[O-].[K+].[K+].O. The catalyst is CN1C(=O)CCC1. The product is [N+:8]([C:5]1[CH:6]=[CH:7][C:2]([N:17]2[CH2:18][CH2:19][CH:15]([NH:14][C:11](=[O:13])[CH3:12])[CH2:16]2)=[CH:3][CH:4]=1)([O-:10])=[O:9]. The yield is 1.00. (4) The reactants are [CH3:1][O:2][C:3]([CH2:5]P(OC)(OC)=O)=[O:4].C1CCN2C(=NCCC2)CC1.[Li+].[Cl-].[F:25][C:26]1[CH:27]=[C:28]([C:39]23[CH2:46][CH2:45][C:42]([CH2:47][CH2:48][CH:49]=O)([CH2:43][CH2:44]2)[CH2:41][O:40]3)[CH:29]=[C:30]([O:32][CH:33]2[CH2:38][CH2:37][CH2:36][CH2:35][O:34]2)[CH:31]=1. The catalyst is CC#N. The product is [F:25][C:26]1[CH:27]=[C:28]([C:39]23[CH2:44][CH2:43][C:42]([CH2:47][CH2:48]/[CH:49]=[CH:5]/[C:3]([O:2][CH3:1])=[O:4])([CH2:45][CH2:46]2)[CH2:41][O:40]3)[CH:29]=[C:30]([O:32][CH:33]2[CH2:38][CH2:37][CH2:36][CH2:35][O:34]2)[CH:31]=1. The yield is 0.742.